Dataset: Forward reaction prediction with 1.9M reactions from USPTO patents (1976-2016). Task: Predict the product of the given reaction. (1) Given the reactants [CH3:1][O:2][C:3]1[CH:4]=[C:5]([CH:8]=[C:9]([O:12][CH3:13])[C:10]=1[OH:11])[CH:6]=[O:7].C(=O)([O-])[O-].[Cs+].[Cs+].[CH2:20](Br)[CH:21]=[CH2:22], predict the reaction product. The product is: [CH2:22]([O:11][C:10]1[C:9]([O:12][CH3:13])=[CH:8][C:5]([CH:6]=[O:7])=[CH:4][C:3]=1[O:2][CH3:1])[CH:21]=[CH2:20]. (2) Given the reactants Br[C:2]1[CH:3]=[C:4]([CH:8]2[O:12][CH2:11][CH2:10][O:9]2)[CH:5]=[CH:6][CH:7]=1.[C:13](B1OC(C)(C)C(C)(C)O1)([CH3:15])=[CH2:14].C(=O)([O-])[O-].[Na+].[Na+].O, predict the reaction product. The product is: [C:13]([C:2]1[CH:3]=[C:4]([CH:8]2[O:12][CH2:11][CH2:10][O:9]2)[CH:5]=[CH:6][CH:7]=1)([CH3:15])=[CH2:14]. (3) Given the reactants [CH2:1]([S:3]([C:6]1[CH:11]=[CH:10][CH:9]=[C:8](F)[CH:7]=1)(=[O:5])=[O:4])[CH3:2].[Cl:13][C:14]1[C:22]2[N:21]=[C:20]([CH3:23])[N:19]([C:24]3[CH:25]=[C:26]([OH:30])[CH:27]=[CH:28][CH:29]=3)[C:18]=2[CH:17]=[CH:16][CH:15]=1, predict the reaction product. The product is: [Cl:13][C:14]1[C:22]2[N:21]=[C:20]([CH3:23])[N:19]([C:24]3[CH:29]=[CH:28][CH:27]=[C:26]([O:30][C:8]4[CH:9]=[CH:10][CH:11]=[C:6]([S:3]([CH2:1][CH3:2])(=[O:5])=[O:4])[CH:7]=4)[CH:25]=3)[C:18]=2[CH:17]=[CH:16][CH:15]=1. (4) Given the reactants C(O)[CH2:2][OH:3].[C:5]1(C)[CH:10]=[CH:9][C:8]([S:11](O)(=O)=O)=[CH:7][CH:6]=1.S([O-])([O-])(=O)=O.[Mg+2], predict the reaction product. The product is: [SH:11][C:8]1([CH:2]=[O:3])[CH2:7][CH2:6][CH2:5][CH2:10][CH2:9]1. (5) Given the reactants C[O:2][C:3](=[O:37])[CH2:4][C:5]1[CH:6]=[C:7]([C:13]2[CH:18]=[CH:17][C:16]([C:19]([F:22])([F:21])[F:20])=[CH:15][C:14]=2[CH2:23][N:24]([CH2:35][CH3:36])[C:25]([NH:27][CH2:28][C:29]2[CH:34]=[CH:33][CH:32]=[CH:31][CH:30]=2)=[O:26])[C:8]([O:11][CH3:12])=[CH:9][CH:10]=1.[Li+].[OH-].Cl, predict the reaction product. The product is: [CH2:28]([NH:27][C:25](=[O:26])[N:24]([CH2:23][C:14]1[CH:15]=[C:16]([C:19]([F:21])([F:22])[F:20])[CH:17]=[CH:18][C:13]=1[C:7]1[C:8]([O:11][CH3:12])=[CH:9][CH:10]=[C:5]([CH2:4][C:3]([OH:37])=[O:2])[CH:6]=1)[CH2:35][CH3:36])[C:29]1[CH:30]=[CH:31][CH:32]=[CH:33][CH:34]=1. (6) Given the reactants [Cl:1][C:2]1[C:3](=[O:16])[N:4]([C:9]2[CH:14]=[CH:13][C:12]([Cl:15])=[CH:11][CH:10]=2)[N:5]([CH3:8])[C:6]=1[CH3:7].[Br:17]N1C(=O)CCC1=O, predict the reaction product. The product is: [Br:17][CH2:7][C:6]1[N:5]([CH3:8])[N:4]([C:9]2[CH:14]=[CH:13][C:12]([Cl:15])=[CH:11][CH:10]=2)[C:3](=[O:16])[C:2]=1[Cl:1]. (7) Given the reactants [N:1]1[CH:6]=[CH:5][CH:4]=[C:3]([NH2:7])[CH:2]=1.[Br:8][C:9]1[CH:10]=[CH:11][C:12]([O:18][CH2:19][C:20]2[CH:25]=[CH:24][C:23]([C:26]#[N:27])=[CH:22][CH:21]=2)=[C:13]([CH:17]=1)[C:14](O)=[O:15].Cl.CN(C)CCCN=C=NCC.ON1C2C=CC=CC=2N=N1, predict the reaction product. The product is: [Br:8][C:9]1[CH:10]=[CH:11][C:12]([O:18][CH2:19][C:20]2[CH:21]=[CH:22][C:23]([C:26]#[N:27])=[CH:24][CH:25]=2)=[C:13]([CH:17]=1)[C:14]([NH:7][C:3]1[CH:2]=[N:1][CH:6]=[CH:5][CH:4]=1)=[O:15].